From a dataset of Full USPTO retrosynthesis dataset with 1.9M reactions from patents (1976-2016). Predict the reactants needed to synthesize the given product. (1) Given the product [CH2:9]([N:14]1[CH:13]=[C:12]2[C:7](=[CH:8][CH:9]([C:23]3[CH:24]=[CH:25][C:26]([O:29][C:30]([F:32])([F:33])[F:31])=[CH:27][CH:28]=3)[C:10](=[O:22])[NH:11]2)[C:6]([OH:34])=[C:5]1[C:3]([NH:35][CH2:36][CH2:37][C:38]([OH:40])=[O:39])=[O:4])[C:23]1[CH:28]=[CH:27][CH:26]=[CH:25][CH:24]=1, predict the reactants needed to synthesize it. The reactants are: CO[C:3]([C:5]1[C:6]([OH:34])=[C:7]2[C:12](=[CH:13][N:14]=1)[N:11](CC1C=CC=CC=1)[C:10](=[O:22])[C:9]([C:23]1[CH:28]=[CH:27][C:26]([O:29][C:30]([F:33])([F:32])[F:31])=[CH:25][CH:24]=1)=[CH:8]2)=[O:4].[NH2:35][CH2:36][CH2:37][C:38]([OH:40])=[O:39].C[O-].[Na+]. (2) Given the product [C:4]1([CH2:3][CH2:2][CH:19]([OH:20])[CH2:18][CH2:17][C:11]2[CH:16]=[CH:15][CH:14]=[CH:13][CH:12]=2)[CH:9]=[CH:8][CH:7]=[CH:6][CH:5]=1, predict the reactants needed to synthesize it. The reactants are: Br[CH2:2][CH2:3][C:4]1[CH:9]=[CH:8][CH:7]=[CH:6][CH:5]=1.[Mg].[C:11]1([CH2:17][CH2:18][CH:19]=[O:20])[CH:16]=[CH:15][CH:14]=[CH:13][CH:12]=1. (3) Given the product [Cl:33][C:32]1[C:23]([CH2:22][N:19]2[CH2:20][CH2:21][C@@H:17]([NH:16][CH2:11][CH:12]([F:14])[F:13])[CH2:18]2)=[C:24]([C:49]([F:50])([F:51])[F:52])[CH:25]=[C:26]2[C:31]=1[NH:30][C:29](=[O:34])[N:28]([CH2:35][C:36]1[CH:41]=[C:40]([Cl:42])[CH:39]=[CH:38][C:37]=1[S:43]([CH2:46][CH3:47])(=[O:45])=[O:44])[C:27]2=[O:48], predict the reactants needed to synthesize it. The reactants are: C1(C)C=CC(S(O[CH2:11][CH:12]([F:14])[F:13])(=O)=O)=CC=1.[NH2:16][C@@H:17]1[CH2:21][CH2:20][N:19]([CH2:22][C:23]2[C:32]([Cl:33])=[C:31]3[C:26]([C:27](=[O:48])[N:28]([CH2:35][C:36]4[CH:41]=[C:40]([Cl:42])[CH:39]=[CH:38][C:37]=4[S:43]([CH2:46][CH3:47])(=[O:45])=[O:44])[C:29](=[O:34])[NH:30]3)=[CH:25][C:24]=2[C:49]([F:52])([F:51])[F:50])[CH2:18]1.CCN(C(C)C)C(C)C.C(OCC)(=O)C.